Predict the reaction yield, written as a fraction of the theoretical maximum amount of product (1.0 means a 100% yield; for example, 0.34 means a 34% yield). From a dataset of Reaction yield outcomes from USPTO patents with 853,638 reactions. (1) The reactants are [NH2:1][C:2]1[NH:6][N:5]=[C:4]([CH3:7])[C:3]=1[C:8]1[S:9][C:10]2[CH:16]=[C:15]([S:17](Cl)(=[O:19])=[O:18])[CH:14]=[CH:13][C:11]=2[N:12]=1.[CH3:21][O:22][C:23]1[CH:30]=[CH:29][C:26]([CH2:27][NH2:28])=[CH:25][CH:24]=1.CN1CCOCC1. The catalyst is CO. The product is [CH3:21][O:22][C:23]1[CH:30]=[CH:29][C:26]([CH2:27][NH:28][S:17]([C:15]2[CH:14]=[CH:13][C:11]3[N:12]=[C:8]([C:3]4[C:4]([CH3:7])=[N:5][NH:6][C:2]=4[NH2:1])[S:9][C:10]=3[CH:16]=2)(=[O:19])=[O:18])=[CH:25][CH:24]=1. The yield is 0.110. (2) The reactants are Cl.[F:2][C:3]([F:27])([F:26])[C:4]1[CH:9]=[CH:8][C:7]([N:10]2[CH2:15][CH2:14][CH:13]([O:16][C:17]3[N:18]=[CH:19][C:20]([C:23](O)=[O:24])=[N:21][CH:22]=3)[CH2:12][CH2:11]2)=[CH:6][CH:5]=1.C(N(CC)CC)C.O.ON1C2C=CC=CC=2N=N1.Cl.CN(C)CCCN=C=NCC.[NH2:58][CH:59]1[CH2:64][CH2:63][N:62]([C:65]([O:67][C:68]([CH3:71])([CH3:70])[CH3:69])=[O:66])[CH2:61][CH2:60]1. The catalyst is CN(C)C=O. The product is [F:26][C:3]([F:2])([F:27])[C:4]1[CH:9]=[CH:8][C:7]([N:10]2[CH2:15][CH2:14][CH:13]([O:16][C:17]3[N:18]=[CH:19][C:20]([C:23]([NH:58][CH:59]4[CH2:60][CH2:61][N:62]([C:65]([O:67][C:68]([CH3:71])([CH3:70])[CH3:69])=[O:66])[CH2:63][CH2:64]4)=[O:24])=[N:21][CH:22]=3)[CH2:12][CH2:11]2)=[CH:6][CH:5]=1. The yield is 0.440. (3) The reactants are [Cl:1][C:2]1[S:6][C:5]([C:7]2[N:11]([C:12]3[CH:17]=[CH:16][C:15]([Cl:18])=[CH:14][C:13]=3[Cl:19])[N:10]=[C:9]([C:20](Cl)=[O:21])[C:8]=2[CH3:23])=[CH:4][CH:3]=1.[CH2:24]([N:28]([CH2:32][CH:33]([CH3:35])[CH3:34])[C:29](=[O:31])[CH3:30])[CH:25]([CH3:27])[CH3:26].C[Si]([N-][Si](C)(C)C)(C)C.[Li+]. No catalyst specified. The product is [Cl:1][C:2]1[S:6][C:5]([C:7]2[N:11]([C:12]3[CH:17]=[CH:16][C:15]([Cl:18])=[CH:14][C:13]=3[Cl:19])[N:10]=[C:9]([C:20](=[O:21])[CH2:30][C:29]([N:28]([CH2:24][CH:25]([CH3:27])[CH3:26])[CH2:32][CH:33]([CH3:35])[CH3:34])=[O:31])[C:8]=2[CH3:23])=[CH:4][CH:3]=1. The yield is 0.840.